From a dataset of Forward reaction prediction with 1.9M reactions from USPTO patents (1976-2016). Predict the product of the given reaction. Given the reactants [Br:1][C:2]1[CH:3]=[C:4]2[NH:10][CH:9]=[CH:8][C:5]2=[N:6][CH:7]=1.[H-].[Na+].[NH2:13]Cl.S([O-])([O-])(=O)=S.[Cl-].[NH4+], predict the reaction product. The product is: [Br:1][C:2]1[CH:3]=[C:4]2[N:10]([NH2:13])[CH:9]=[CH:8][C:5]2=[N:6][CH:7]=1.